This data is from Forward reaction prediction with 1.9M reactions from USPTO patents (1976-2016). The task is: Predict the product of the given reaction. (1) Given the reactants [Cl:1][C:2]1[C:10]([Cl:11])=[CH:9][CH:8]=[CH:7][C:3]=1[C:4]([OH:6])=O.[F:12][C:13]1([CH2:16][CH:17]([C:20]2[CH:21]=[N:22][C:23]([C:26]([F:29])([F:28])[F:27])=[CH:24][CH:25]=2)[CH2:18][NH2:19])[CH2:15][CH2:14]1, predict the reaction product. The product is: [Cl:1][C:2]1[C:10]([Cl:11])=[CH:9][CH:8]=[CH:7][C:3]=1[C:4]([NH:19][CH2:18][CH:17]([C:20]1[CH:21]=[N:22][C:23]([C:26]([F:29])([F:27])[F:28])=[CH:24][CH:25]=1)[CH2:16][C:13]1([F:12])[CH2:15][CH2:14]1)=[O:6]. (2) Given the reactants [O:1]=[C:2]1[C:10]2([C:22]3[C:13](=[CH:14][C:15]4[O:20][CH2:19][CH2:18][O:17][C:16]=4[CH:21]=3)[O:12][CH2:11]2)[C:9]2[C:4](=[CH:5][CH:6]=[CH:7][CH:8]=2)[N:3]1[CH2:23][C:24]1[O:28][C:27]([C:29]([OH:31])=O)=[CH:26][CH:25]=1.Cl.[CH3:33][NH:34][CH3:35].Cl.CN(C)CCCN=C=NCC.O.ON1C2C=CC=CC=2N=N1.CN1CCOCC1, predict the reaction product. The product is: [CH3:33][N:34]([CH3:35])[C:29]([C:27]1[O:28][C:24]([CH2:23][N:3]2[C:4]3[C:9](=[CH:8][CH:7]=[CH:6][CH:5]=3)[C:10]3([C:22]4[C:13](=[CH:14][C:15]5[O:20][CH2:19][CH2:18][O:17][C:16]=5[CH:21]=4)[O:12][CH2:11]3)[C:2]2=[O:1])=[CH:25][CH:26]=1)=[O:31]. (3) Given the reactants [CH2:1]([O:3][C:4](=[O:27])[N:5]([C:13]1[CH:18]=[C:17]([C:19]([F:22])([F:21])[F:20])[N:16]=[C:15](Cl)[C:14]=1[N+:24]([O-:26])=[O:25])[CH2:6][C:7]1[CH:12]=[CH:11][CH:10]=[CH:9][CH:8]=1)[CH3:2].[NH3:28], predict the reaction product. The product is: [CH2:1]([O:3][C:4](=[O:27])[N:5]([C:13]1[CH:18]=[C:17]([C:19]([F:22])([F:21])[F:20])[N:16]=[C:15]([NH2:28])[C:14]=1[N+:24]([O-:26])=[O:25])[CH2:6][C:7]1[CH:12]=[CH:11][CH:10]=[CH:9][CH:8]=1)[CH3:2]. (4) Given the reactants [NH2:1][C:2]1[C:3]2[N:4]([N:23]=[N:24][N:25]=2)[C:5]([CH3:22])=[C:6]([CH3:21])[C:7]=1[NH:8][CH2:9][CH2:10][CH2:11][CH2:12][NH:13][C:14](=[O:20])[O:15][C:16]([CH3:19])([CH3:18])[CH3:17].[C:26](=O)(O)[O-].[Na+].[CH:31]([Cl:34])(Cl)Cl, predict the reaction product. The product is: [Cl:34][CH2:31][C:26]1[N:8]([CH2:9][CH2:10][CH2:11][CH2:12][NH:13][C:14](=[O:20])[O:15][C:16]([CH3:17])([CH3:18])[CH3:19])[C:7]2[C:6]([CH3:21])=[C:5]([CH3:22])[N:4]3[N:23]=[N:24][N:25]=[C:3]3[C:2]=2[N:1]=1. (5) Given the reactants C(OC([NH:8][CH2:9][CH2:10][NH:11][C:12](=[O:29])[CH2:13][CH2:14][CH2:15][C:16]([NH:18][CH2:19][CH2:20][NH:21]C(OC(C)(C)C)=O)=[O:17])=O)(C)(C)C.FC(F)(F)C(O)=O, predict the reaction product. The product is: [NH2:8][CH2:9][CH2:10][NH:11][C:12](=[O:29])[CH2:13][CH2:14][CH2:15][C:16]([NH:18][CH2:19][CH2:20][NH2:21])=[O:17]. (6) Given the reactants [OH:1][CH:2]([C:6]([CH2:11][C:12]([O-:14])=[O:13])([C:8]([O-:10])=[O:9])[OH:7])[C:3]([O-:5])=[O:4].[Ca+2].O[CH:17]([C:21]([CH2:26][C:27]([O-])=O)([C:23]([O-])=O)O)[C:18]([O-])=O.[Ca+2].[Ca+2].[C:46]1([CH3:51])[C:47](S(OS([C:45]2[C:46]([CH3:51])=[CH:47][CH:48]=[CH:49][CH:50]=2)(=O)=O)(=O)=O)=[CH:48][CH:49]=[CH:50][CH:45]=1.[CH2:53](O)[C:54]1[CH:59]=[CH:58][CH:57]=[CH:56][CH:55]=1.[C:61](=O)([O-])O.[Na+], predict the reaction product. The product is: [CH2:23]([O:4][C:3](=[O:5])[CH:2]([OH:1])[C:6]([CH2:11][C:12]([O:14][CH2:51][C:46]1[CH:45]=[CH:50][CH:49]=[CH:48][CH:47]=1)=[O:13])([C:8]([O:10][CH2:53][C:54]1[CH:59]=[CH:58][CH:57]=[CH:56][CH:55]=1)=[O:9])[OH:7])[C:21]1[CH:26]=[CH:27][CH:61]=[CH:18][CH:17]=1.